This data is from Reaction yield outcomes from USPTO patents with 853,638 reactions. The task is: Predict the reaction yield, written as a fraction of the theoretical maximum amount of product (1.0 means a 100% yield; for example, 0.34 means a 34% yield). The reactants are [C:1]([C:4]1[CH:5]=[C:6]2[C:11](=[O:12])[NH:10][CH2:9][CH:8]([CH2:13][C:14]([O:16][CH2:17][CH3:18])=[O:15])[N:7]2[CH:19]=1)(=[O:3])[CH3:2]. The catalyst is C(OC(OC(C)(C)C)N(C)C)(C)(C)C. The product is [CH3:6][N:7]([CH3:19])/[CH:8]=[CH:2]/[C:1]([C:4]1[CH:5]=[C:6]2[C:11](=[O:12])[NH:10][CH2:9][CH:8]([CH2:13][C:14]([O:16][CH2:17][CH3:18])=[O:15])[N:7]2[CH:19]=1)=[O:3]. The yield is 1.00.